Dataset: Catalyst prediction with 721,799 reactions and 888 catalyst types from USPTO. Task: Predict which catalyst facilitates the given reaction. (1) Reactant: [NH2:1][CH2:2][CH2:3][N:4]1[C:12]2[CH:11]=[C:10]3[NH:13][C:14]([C:16]4[C:24]5[C:19](=[CH:20][CH:21]=[CH:22][CH:23]=5)[NH:18][N:17]=4)=[N:15][C:9]3=[CH:8][C:7]=2[C:6]([CH3:26])([CH3:25])[C:5]1=[O:27].Cl.[CH2:29](Cl)[C:30]1[CH:35]=[CH:34][CH:33]=[N:32][CH:31]=1.C(N(C(C)C)CC)(C)C.C1C[O:49]CC1. Product: [NH:18]1[C:19]2[C:24](=[CH:23][CH:22]=[CH:21][CH:20]=2)[C:16]([C:14]2[NH:13][C:10]3[C:9]([N:15]=2)=[CH:8][C:7]2[C:6]([CH3:25])([CH3:26])[C:5](=[O:27])[N:4]([CH2:3][CH2:2][NH:1][C:29](=[O:49])[C:30]4[CH:35]=[CH:34][CH:33]=[N:32][CH:31]=4)[C:12]=2[CH:11]=3)=[N:17]1. The catalyst class is: 3. (2) Reactant: [Cl:1][CH2:2][C:3]([CH2:5]Cl)=O.[F:7][C:8]1[CH:9]=[C:10]([CH:14]=[CH:15][CH:16]=1)[C:11]([NH2:13])=[O:12]. Product: [Cl:1][CH2:2][C:3]1[N:13]=[C:11]([C:10]2[CH:14]=[CH:15][CH:16]=[C:8]([F:7])[CH:9]=2)[O:12][CH:5]=1. The catalyst class is: 11. (3) Reactant: [CH2:1]([N:8]1[CH2:12][CH2:11][CH:10]([C:13]2[CH:14]=[C:15]3[C:19](=[CH:20][CH:21]=2)[NH:18][CH:17]=[CH:16]3)[CH2:9]1)[C:2]1[CH:7]=[CH:6][CH:5]=[CH:4][CH:3]=1.C([Li])CCC.CCCCCC.C([Li])(C)(C)C.CCCCC.[F:43][C:44]1[CH:45]=[C:46]([N:51]=[C:52]=[O:53])[CH:47]=[C:48]([F:50])[CH:49]=1.C(=O)=O. Product: [CH2:1]([N:8]1[CH2:12][CH2:11][CH:10]([C:13]2[CH:14]=[C:15]3[C:19](=[CH:20][CH:21]=2)[NH:18][C:17]([C:52]([NH:51][C:46]2[CH:47]=[C:48]([F:50])[CH:49]=[C:44]([F:43])[CH:45]=2)=[O:53])=[CH:16]3)[CH2:9]1)[C:2]1[CH:7]=[CH:6][CH:5]=[CH:4][CH:3]=1. The catalyst class is: 355.